From a dataset of Reaction yield outcomes from USPTO patents with 853,638 reactions. Predict the reaction yield, written as a fraction of the theoretical maximum amount of product (1.0 means a 100% yield; for example, 0.34 means a 34% yield). (1) The reactants are [H-].[Na+].[C:3](OCC)(=O)[CH2:4][C:5]([CH3:7])=[O:6].[F:12][C:13]1[CH:18]=[CH:17][C:16]([N+:19]([O-:21])=[O:20])=C(F)[C:14]=1[F:23]. The catalyst is C1COCC1. The product is [C:5]([CH2:4][C:3]1[C:14]([F:23])=[C:13]([F:12])[CH:18]=[CH:17][C:16]=1[N+:19]([O-:21])=[O:20])(=[O:6])[CH3:7]. The yield is 0.720. (2) The reactants are [NH2:1][C:2]1[NH:3][C:4]2[CH:10]=[CH:9][CH:8]=[CH:7][C:5]=2[N:6]=1.CC[O-].[Na+].[CH2:15](Cl)[C:16]1[CH:21]=[CH:20][CH:19]=[CH:18][CH:17]=1. The catalyst is CCO. The product is [NH2:1][C:2]1[N:6]([CH2:15][C:16]2[CH:21]=[CH:20][CH:19]=[CH:18][CH:17]=2)[C:5]2[CH:7]=[CH:8][CH:9]=[CH:10][C:4]=2[N:3]=1. The yield is 0.390. (3) The reactants are [NH2:1][C:2]1[N:7]=[CH:6][N:5]=[C:4]2[N:8]([CH:14]([C:16]3[C:17]([O:35][CH3:36])=[C:18]([CH:24]4[CH2:27][N:26](C(OC(C)(C)C)=O)[CH2:25]4)[C:19]([F:23])=[C:20]([Cl:22])[CH:21]=3)[CH3:15])[N:9]=[C:10]([CH:11]([F:13])[F:12])[C:3]=12.[ClH:37].O1CCOCC1. The catalyst is C(Cl)Cl. The product is [ClH:22].[ClH:37].[NH:26]1[CH2:27][CH:24]([C:18]2[C:17]([O:35][CH3:36])=[C:16]([CH:14]([N:8]3[C:4]4=[N:5][CH:6]=[N:7][C:2]([NH2:1])=[C:3]4[C:10]([CH:11]([F:13])[F:12])=[N:9]3)[CH3:15])[CH:21]=[C:20]([Cl:22])[C:19]=2[F:23])[CH2:25]1. The yield is 0.890. (4) The reactants are [CH3:1][O:2][C:3](=[O:21])[CH2:4][CH2:5][C:6]1[CH:11]=[C:10]([C:12]([CH3:15])([CH3:14])[CH3:13])[C:9]([OH:16])=[C:8]([C:17]([CH3:20])([CH3:19])[CH3:18])[CH:7]=1.[CH2:22](O)[CH2:23][CH2:24][CH2:25][CH2:26][CH2:27][CH2:28][CH2:29][CH2:30][CH2:31][CH2:32][CH2:33][CH2:34][CH2:35][CH2:36][CH2:37][CH2:38]C.C([O-])=O.[Na+]. The catalyst is CO. The product is [CH2:1]([O:2][C:3](=[O:21])[CH2:4][CH2:5][C:6]1[CH:7]=[C:8]([C:17]([CH3:20])([CH3:19])[CH3:18])[C:9]([OH:16])=[C:10]([C:12]([CH3:14])([CH3:13])[CH3:15])[CH:11]=1)[CH2:38][CH2:37][CH2:36][CH2:35][CH2:34][CH2:33][CH2:32][CH2:31][CH2:30][CH2:29][CH2:28][CH2:27][CH2:26][CH2:25][CH2:24][CH2:23][CH3:22]. The yield is 0.965. (5) The reactants are [Cl:1][C:2]1[CH:3]=[CH:4][N:5]2[CH:10]=[C:9]([CH:11](O)[CH2:12][CH3:13])[N:8]([C:15]3[CH:20]=[CH:19][CH:18]=[C:17]([F:21])[CH:16]=3)[C:7](=[O:22])[C:6]=12.C1C=CC(P([N:37]=[N+:38]=[N-:39])(C2C=CC=CC=2)=O)=CC=1.C1CCN2C(=NCCC2)CC1. The catalyst is C1COCC1. The product is [N:37]([CH:11]([C:9]1[N:8]([C:15]2[CH:20]=[CH:19][CH:18]=[C:17]([F:21])[CH:16]=2)[C:7](=[O:22])[C:6]2[N:5]([CH:4]=[CH:3][C:2]=2[Cl:1])[CH:10]=1)[CH2:12][CH3:13])=[N+:38]=[N-:39]. The yield is 0.750. (6) The reactants are [OH:1][N:2]1[C:7]([C:8]([OH:10])=[O:9])=[CH:6][CH:5]=[CH:4][C:3]1=[O:11].C(=O)([O-])[O-].[K+].[K+].[CH2:18](Cl)[C:19]1[CH:24]=[CH:23][CH:22]=[CH:21][CH:20]=1. The catalyst is CO. The product is [CH2:18]([O:1][N:2]1[C:7]([C:8]([OH:10])=[O:9])=[CH:6][CH:5]=[CH:4][C:3]1=[O:11])[C:19]1[CH:24]=[CH:23][CH:22]=[CH:21][CH:20]=1. The yield is 0.910. (7) The reactants are [CH2:1]([C:5]1[C:9]([CH2:10][CH2:11][CH2:12][OH:13])=[CH:8][N:7]([C:14]2[CH:19]=[CH:18][C:17]([C:20]([F:23])([F:22])[F:21])=[CH:16][N:15]=2)[N:6]=1)[CH2:2][CH2:3][CH3:4].[CH2:24]([O:26][C:27]1[CH:32]=[CH:31][C:30]([CH2:33][C:34]([O:36]C)=[O:35])=[CH:29][C:28]=1O)[CH3:25].C(P(CCCC)CCCC)CCC.N(C(N1CCCCC1)=O)=NC(N1CCCCC1)=O. The catalyst is O1CCCC1. The product is [CH2:1]([C:5]1[C:9]([CH2:10][CH2:11][CH2:12][O:13][C:32]2[CH:31]=[C:30]([CH2:33][C:34]([OH:36])=[O:35])[CH:29]=[CH:28][C:27]=2[O:26][CH2:24][CH3:25])=[CH:8][N:7]([C:14]2[CH:19]=[CH:18][C:17]([C:20]([F:21])([F:22])[F:23])=[CH:16][N:15]=2)[N:6]=1)[CH2:2][CH2:3][CH3:4]. The yield is 0.830. (8) The reactants are Cl[C:2]1[CH:7]=[CH:6][N:5]=[C:4]([C:8]2[CH:9]=[N:10][N:11]3[CH:16]=[CH:15][CH:14]=[CH:13][C:12]=23)[N:3]=1.[NH2:17][C@@H:18]1[CH2:23][CH2:22][CH2:21][N:20]([C:24]([O:26][C:27]([CH3:30])([CH3:29])[CH3:28])=[O:25])[CH2:19]1. The catalyst is C(O)C. The product is [N:10]1[N:11]2[CH:16]=[CH:15][CH:14]=[CH:13][C:12]2=[C:8]([C:4]2[N:3]=[C:2]([NH:17][C@@H:18]3[CH2:23][CH2:22][CH2:21][N:20]([C:24]([O:26][C:27]([CH3:30])([CH3:29])[CH3:28])=[O:25])[CH2:19]3)[CH:7]=[CH:6][N:5]=2)[CH:9]=1. The yield is 0.680. (9) The reactants are C([NH:5][S:6]([C:9]1[CH:14]=[CH:13][CH:12]=[C:11]([C:15]2[CH:20]=[C:19]([C:21]3[N:26]=[C:25]([CH:27]([F:29])[F:28])[CH:24]=[C:23]([C:30]4[CH:31]=[N:32][C:33]([C:36]([F:39])([F:38])[F:37])=[CH:34][CH:35]=4)[N:22]=3)[CH:18]=[CH:17][N:16]=2)[CH:10]=1)(=[O:8])=[O:7])(C)(C)C.C(O)(C(F)(F)F)=O. The catalyst is ClCCl. The product is [F:29][CH:27]([F:28])[C:25]1[CH:24]=[C:23]([C:30]2[CH:31]=[N:32][C:33]([C:36]([F:37])([F:39])[F:38])=[CH:34][CH:35]=2)[N:22]=[C:21]([C:19]2[CH:18]=[CH:17][N:16]=[C:15]([C:11]3[CH:10]=[C:9]([S:6]([NH2:5])(=[O:7])=[O:8])[CH:14]=[CH:13][CH:12]=3)[CH:20]=2)[N:26]=1. The yield is 0.220.